This data is from Full USPTO retrosynthesis dataset with 1.9M reactions from patents (1976-2016). The task is: Predict the reactants needed to synthesize the given product. The reactants are: [F:1][C:2]1[CH:20]=[CH:19][CH:18]=[CH:17][C:3]=1[CH2:4][O:5][C:6]1[CH:7]=[C:8]([CH:13]=[C:14]([OH:16])[CH:15]=1)[C:9]([O:11][CH3:12])=[O:10].[CH3:21][S:22]([C:25]1[CH:30]=[CH:29][C:28](Br)=[CH:27][CH:26]=1)(=[O:24])=[O:23].CC(P(C(C)(C)C)C1C(C2C=CC=CC=2)=CC=CC=1)(C)C.P([O-])([O-])([O-])=O.[K+].[K+].[K+]. Given the product [F:1][C:2]1[CH:20]=[CH:19][CH:18]=[CH:17][C:3]=1[CH2:4][O:5][C:6]1[CH:7]=[C:8]([CH:13]=[C:14]([O:16][C:28]2[CH:29]=[CH:30][C:25]([S:22]([CH3:21])(=[O:24])=[O:23])=[CH:26][CH:27]=2)[CH:15]=1)[C:9]([O:11][CH3:12])=[O:10], predict the reactants needed to synthesize it.